Dataset: Catalyst prediction with 721,799 reactions and 888 catalyst types from USPTO. Task: Predict which catalyst facilitates the given reaction. (1) Reactant: C[O:2][C:3](=[O:31])[CH2:4][C:5]1[CH:10]=[CH:9][CH:8]=[C:7]([CH2:11][NH:12][CH2:13][CH2:14][CH:15]2[CH2:20][CH2:19][N:18]([C:21]3[S:22][C:23]4[CH:29]=[C:28]([Cl:30])[CH:27]=[CH:26][C:24]=4[N:25]=3)[CH2:17][CH2:16]2)[CH:6]=1.[OH-].[Na+].O1CCCC1.Cl. The catalyst class is: 5. Product: [Cl:30][C:28]1[CH:27]=[CH:26][C:24]2[N:25]=[C:21]([N:18]3[CH2:19][CH2:20][CH:15]([CH2:14][CH2:13][NH:12][CH2:11][C:7]4[CH:6]=[C:5]([CH2:4][C:3]([OH:31])=[O:2])[CH:10]=[CH:9][CH:8]=4)[CH2:16][CH2:17]3)[S:22][C:23]=2[CH:29]=1. (2) Reactant: [CH3:1][O:2][C:3]1[CH:8]=[CH:7][CH:6]=[CH:5][C:4]=1[CH2:9][CH:10]([CH3:15])[CH2:11][C:12](O)=[O:13].C(Cl)(=O)C([Cl:19])=O. Product: [CH3:1][O:2][C:3]1[CH:8]=[CH:7][CH:6]=[CH:5][C:4]=1[CH2:9][CH:10]([CH3:15])[CH2:11][C:12]([Cl:19])=[O:13]. The catalyst class is: 4.